Dataset: NCI-60 drug combinations with 297,098 pairs across 59 cell lines. Task: Regression. Given two drug SMILES strings and cell line genomic features, predict the synergy score measuring deviation from expected non-interaction effect. (1) Drug 1: CC(CN1CC(=O)NC(=O)C1)N2CC(=O)NC(=O)C2. Drug 2: C1C(C(OC1N2C=C(C(=O)NC2=O)F)CO)O. Cell line: NCI-H522. Synergy scores: CSS=44.5, Synergy_ZIP=-6.50, Synergy_Bliss=-2.92, Synergy_Loewe=-2.31, Synergy_HSA=-0.264. (2) Drug 1: CCC1=C2CN3C(=CC4=C(C3=O)COC(=O)C4(CC)O)C2=NC5=C1C=C(C=C5)O. Drug 2: CCN(CC)CCCC(C)NC1=C2C=C(C=CC2=NC3=C1C=CC(=C3)Cl)OC. Cell line: HOP-62. Synergy scores: CSS=66.5, Synergy_ZIP=-4.79, Synergy_Bliss=-6.23, Synergy_Loewe=-19.8, Synergy_HSA=-3.64. (3) Drug 1: CS(=O)(=O)CCNCC1=CC=C(O1)C2=CC3=C(C=C2)N=CN=C3NC4=CC(=C(C=C4)OCC5=CC(=CC=C5)F)Cl. Drug 2: C(=O)(N)NO. Cell line: EKVX. Synergy scores: CSS=9.94, Synergy_ZIP=-1.52, Synergy_Bliss=1.90, Synergy_Loewe=-6.79, Synergy_HSA=-0.0736. (4) Drug 1: CCC(=C(C1=CC=CC=C1)C2=CC=C(C=C2)OCCN(C)C)C3=CC=CC=C3.C(C(=O)O)C(CC(=O)O)(C(=O)O)O. Drug 2: N.N.Cl[Pt+2]Cl. Cell line: IGROV1. Synergy scores: CSS=68.6, Synergy_ZIP=0.180, Synergy_Bliss=2.14, Synergy_Loewe=3.09, Synergy_HSA=5.33. (5) Drug 1: CC1=C(C=C(C=C1)C(=O)NC2=CC(=CC(=C2)C(F)(F)F)N3C=C(N=C3)C)NC4=NC=CC(=N4)C5=CN=CC=C5. Drug 2: CS(=O)(=O)CCNCC1=CC=C(O1)C2=CC3=C(C=C2)N=CN=C3NC4=CC(=C(C=C4)OCC5=CC(=CC=C5)F)Cl. Cell line: NCI-H522. Synergy scores: CSS=9.88, Synergy_ZIP=-3.84, Synergy_Bliss=-1.61, Synergy_Loewe=-11.8, Synergy_HSA=-2.92.